This data is from Reaction yield outcomes from USPTO patents with 853,638 reactions. The task is: Predict the reaction yield, written as a fraction of the theoretical maximum amount of product (1.0 means a 100% yield; for example, 0.34 means a 34% yield). The catalyst is C(Cl)Cl. The product is [CH3:24][C:23]([CH3:26])([CH3:25])[C:22](=[O:27])[CH2:21][CH2:20][C:17]1[CH:18]=[CH:19][C:14]([C:3]([C:6]2[CH:11]=[CH:10][C:9]([O:12][S:31]([C:30]([F:43])([F:42])[F:29])(=[O:33])=[O:32])=[C:8]([CH3:13])[CH:7]=2)([CH2:4][CH3:5])[CH2:1][CH3:2])=[CH:15][C:16]=1[CH3:28]. The reactants are [CH2:1]([C:3]([C:14]1[CH:19]=[CH:18][C:17]([CH2:20][CH2:21][C:22](=[O:27])[C:23]([CH3:26])([CH3:25])[CH3:24])=[C:16]([CH3:28])[CH:15]=1)([C:6]1[CH:11]=[CH:10][C:9]([OH:12])=[C:8]([CH3:13])[CH:7]=1)[CH2:4][CH3:5])[CH3:2].[F:29][C:30]([F:43])([F:42])[S:31](O[S:31]([C:30]([F:43])([F:42])[F:29])(=[O:33])=[O:32])(=[O:33])=[O:32].N1C=CC=CC=1.[NH4+].[Cl-]. The yield is 0.850.